This data is from Full USPTO retrosynthesis dataset with 1.9M reactions from patents (1976-2016). The task is: Predict the reactants needed to synthesize the given product. Given the product [F:19][C:15]1[CH:14]=[C:13]([NH:12][C:11]2[C:7]3[CH2:6][C:5]4[C:20](=[CH:21][C:22]([O:23][CH3:24])=[C:3]([O:2][CH3:1])[CH:4]=4)[C:8]=3[N:9]([C:33](=[O:32])[CH2:34][OH:35])[N:10]=2)[CH:18]=[CH:17][CH:16]=1, predict the reactants needed to synthesize it. The reactants are: [CH3:1][O:2][C:3]1[CH:4]=[C:5]2[C:20](=[CH:21][C:22]=1[O:23][CH3:24])[C:8]1[NH:9][N:10]=[C:11]([NH:12][C:13]3[CH:18]=[CH:17][CH:16]=[C:15]([F:19])[CH:14]=3)[C:7]=1[CH2:6]2.C([O:32][CH2:33][C:34](Cl)=[O:35])C1C=CC=CC=1.C(N(C(C)C)CC)(C)C.